Task: Predict the reaction yield, written as a fraction of the theoretical maximum amount of product (1.0 means a 100% yield; for example, 0.34 means a 34% yield).. Dataset: Buchwald-Hartwig C-N cross coupling reaction yields with 55,370 reactions (1) The reactants are Brc1ccccn1.Cc1ccc(N)cc1.O=S(=O)(O[Pd]1c2ccccc2-c2ccccc2N~1)C(F)(F)F.COc1ccc(OC)c(P(C(C)(C)C)C(C)(C)C)c1-c1c(C(C)C)cc(C(C)C)cc1C(C)C.CN(C)C(=NC(C)(C)C)N(C)C.Fc1cccc(F)c1-c1ccno1. No catalyst specified. The product is Cc1ccc(Nc2ccccn2)cc1. The yield is 0.442. (2) The reactants are Brc1ccccn1.Cc1ccc(N)cc1.O=S(=O)(O[Pd]1c2ccccc2-c2ccccc2N~1)C(F)(F)F.COc1ccc(OC)c(P([C@]23C[C@H]4C[C@H](C[C@H](C4)C2)C3)[C@]23C[C@H]4C[C@H](C[C@H](C4)C2)C3)c1-c1c(C(C)C)cc(C(C)C)cc1C(C)C.CN1CCCN2CCCN=C12.CCOC(=O)c1cnoc1. No catalyst specified. The product is Cc1ccc(Nc2ccccn2)cc1. The yield is 0.354. (3) The reactants are Brc1cccnc1.Cc1ccc(N)cc1.O=S(=O)(O[Pd]1c2ccccc2-c2ccccc2N~1)C(F)(F)F.CC(C)c1cc(C(C)C)c(-c2ccccc2P(C2CCCCC2)C2CCCCC2)c(C(C)C)c1.CN(C)C(=NC(C)(C)C)N(C)C.c1ccc(CN(Cc2ccccc2)c2ccon2)cc1. No catalyst specified. The product is Cc1ccc(Nc2cccnc2)cc1. The yield is 0.191. (4) The reactants are FC(F)(F)c1ccc(Cl)cc1.Cc1ccc(N)cc1.O=S(=O)(O[Pd]1c2ccccc2-c2ccccc2N~1)C(F)(F)F.COc1ccc(OC)c(P(C(C)(C)C)C(C)(C)C)c1-c1c(C(C)C)cc(C(C)C)cc1C(C)C.CN1CCCN2CCCN=C12.c1ccc2oncc2c1. No catalyst specified. The product is Cc1ccc(Nc2ccc(C(F)(F)F)cc2)cc1. The yield is 0.229. (5) The product is COc1ccc(Nc2ccc(C)cc2)cc1. The reactants are COc1ccc(Br)cc1.Cc1ccc(N)cc1.O=S(=O)(O[Pd]1c2ccccc2-c2ccccc2N~1)C(F)(F)F.COc1ccc(OC)c(P(C(C)(C)C)C(C)(C)C)c1-c1c(C(C)C)cc(C(C)C)cc1C(C)C.CN(C)C(=NC(C)(C)C)N(C)C.c1ccc(CN(Cc2ccccc2)c2ccno2)cc1. No catalyst specified. The yield is 0.211. (6) The reactants are Ic1ccccn1.Cc1ccc(N)cc1.O=S(=O)(O[Pd]1c2ccccc2-c2ccccc2N~1)C(F)(F)F.CC(C)c1cc(C(C)C)c(-c2ccccc2P(C2CCCCC2)C2CCCCC2)c(C(C)C)c1.CN1CCCN2CCCN=C12.c1ccc(CN(Cc2ccccc2)c2ccon2)cc1. No catalyst specified. The product is Cc1ccc(Nc2ccccn2)cc1. The yield is 0.649. (7) The reactants are Brc1cccnc1.Cc1ccc(N)cc1.O=S(=O)(O[Pd]1c2ccccc2-c2ccccc2N~1)C(F)(F)F.COc1ccc(OC)c(P([C@]23C[C@H]4C[C@H](C[C@H](C4)C2)C3)[C@]23C[C@H]4C[C@H](C[C@H](C4)C2)C3)c1-c1c(C(C)C)cc(C(C)C)cc1C(C)C.CN1CCCN2CCCN=C12.c1ccc(-c2ccno2)cc1. No catalyst specified. The product is Cc1ccc(Nc2cccnc2)cc1. The yield is 0.864.